This data is from Full USPTO retrosynthesis dataset with 1.9M reactions from patents (1976-2016). The task is: Predict the reactants needed to synthesize the given product. Given the product [CH3:1][N:2]1[CH2:7][CH2:6][CH:5]([CH2:8][N:9]2[CH2:14][CH2:13][N:12]([C:23](=[O:24])[CH2:22][CH:21]([C:15]3[CH:20]=[CH:19][CH:18]=[CH:17][CH:16]=3)[C:26]3[CH:31]=[CH:30][CH:29]=[CH:28][CH:27]=3)[CH2:11][CH2:10]2)[CH2:4][CH2:3]1, predict the reactants needed to synthesize it. The reactants are: [CH3:1][N:2]1[CH2:7][CH2:6][CH:5]([CH2:8][N:9]2[CH2:14][CH2:13][NH:12][CH2:11][CH2:10]2)[CH2:4][CH2:3]1.[C:15]1([CH:21]([C:26]2[CH:31]=[CH:30][CH:29]=[CH:28][CH:27]=2)[CH2:22][C:23](O)=[O:24])[CH:20]=[CH:19][CH:18]=[CH:17][CH:16]=1.C(Cl)CCl.